Binary Classification. Given a miRNA mature sequence and a target amino acid sequence, predict their likelihood of interaction. From a dataset of Experimentally validated miRNA-target interactions with 360,000+ pairs, plus equal number of negative samples. (1) The miRNA is rno-let-7e-5p with sequence UGAGGUAGGAGGUUGUAUAGUU. The protein sequence of the target gene is MGTASSLVSPTGGEVIEDTYGAGGGEACEIPVEVKPKARLLRSSFRRGAGAGPGSLPRAAGGGGLLGASFKSTGSSVPELEYAAAEFERLKKEYEIFRVSKNQELLSMGRREAKLDTENKRLRAELQALQKTYQKILREKEGALEAKYQAMERAVTFEHDRDRVKRQFKIFRETKENEIQDLLRAKRELESKLQRLQAQGIQVFDPGESDSDDNCTDVTAAGTQCEYWASRALGSEHSIGSMIQLPQPFRGPEFAHSSIDVEGPFANINRDDWDAAVAGLLQATPLFSHSLWSHPVRCYL.... Result: 0 (no interaction). (2) The miRNA is mmu-miR-466k with sequence UGUGUGUGUACAUGUACAUGUGA. The protein sequence of the target gene is MSEPHRVQFTSVPGSLNPAFLKKSRKEEVGGTEQHQDCEPAAAAVRITLTLFEPDHKRCPEFFYPELVKNIRGKVKGLHPGDKKKDVLDPFNDEEKERHKVEALARKFEEKYGGKKRRKDRIQDLIDMGYGYDESDSFIDNSEAYDELVPASLTTKYGGFYINSGTLQFRQASESEDDFIKEKKKKSPKKRKLKEGGEKIKKKKKDDTYDKEKKSKKSKFSKAGFTALNASKEKKKKKYSGSLSVREMLKKFQKEKEAQKKREEEHKPVAVSSIEAQGLRELEGTSDPLLSLFGSTSDND.... Result: 0 (no interaction). (3) The miRNA is hsa-miR-4633-5p with sequence AUAUGCCUGGCUAGCUCCUC. The protein sequence of the target gene is MAGPELLLDSNIRLWVVLPIVIITFFVGMIRHYVSILLQSDKKLTQEQVSDSQVLIRSRVLRENGKYIPKQSFLTRKYYFNNPEDGFFKKTKRKVVPPSPMTDPTMLTDMMKGNVTNVLPMILIGGWINMTFSGFVTTKVPFPLTLRFKPMLQQGIELLTLDASWVSSASWYFLNVFGLRSIYSLILGQDNAADQSRMMQEQMTGAAMAMPADTNKAFKTEWEALELTDHQWALDDVEEELMARDLHFEGMFKKELQTSIF. Result: 0 (no interaction). (4) The miRNA is hsa-miR-148b-3p with sequence UCAGUGCAUCACAGAACUUUGU. The protein sequence of the target gene is MEISMPPPQIYVEKTLAIIKPDIVDKEEEIQDIILRSGFTIVQRRKLRLSPEQCSNFYVEKYGKMFFPNLTAYMSSGPLVAMILARHKAISYWLELLGPNNSLVAKETHPDSLRAIYGTDDLRNALHGSNDFAAAEREIRFMFPEVIVEPIPIGQAAKDYLNLHIMPTLLEGLTELCKQKPADPLIWLADWLLKNNPNKPKLCHHPIVEEPY. Result: 1 (interaction). (5) The miRNA is mmu-miR-362-3p with sequence AACACACCUGUUCAAGGAUUCA. The protein sequence of the target gene is MERRLVKQEVKRLLGEYIGIRLRENEFDPKGRGQLTFLDDMVNQVTLAHYDLAISVASQWLDCSENLTWLQWEKVRAPLHVRPAYPNRKEREAMILSSYAGVLMNSIPIEEVLKIYGANSSASPDSTKVAQALLPRRSLHPFAMLTAPRAAECNRRQSVKLRRGATNKNTTSSSTKKATGQNGDPVGKGTHTPATNISPTPVLSSAQPFHSSTVMWRNLESAQRQMGLEGK. Result: 1 (interaction). (6) The miRNA is hsa-miR-3122 with sequence GUUGGGACAAGAGGACGGUCUU. The protein sequence of the target gene is MSNNMAKIAEARKTVEQLKLEVNIDRMKVSQAAAELLAFCETHAKDDPLVTPVPAAENPFRDKRLFCVLL. Result: 0 (no interaction). (7) The miRNA is hsa-miR-4803 with sequence UAACAUAAUAGUGUGGAUUGA. The protein sequence of the target gene is MAGRLAGFLMLLGLASQGPAPAYAGKMKVVEEPNTFGLNNPFLPQASRLQPKREPSAVSGPLHLFRLAGKCFSLVESTYKYEFCPFHNVTQHEQTFRWNAYSGILGIWHEWEIINNTFKGMWMTDGDSCHSRSRQSKVELTCGKINRLAHVSEPSTCVYALTFETPLVCHPHSLLVYPTLSEALQQRWDQVEQDLADELITPQGYEKLLRVLFEDAGYLKVPGETHPTQLAGGSKGLGLETLDNCRKAHAELSQEVQRLTSLLQQHGIPHTQPTETTHSQHLGQQLPIGAIAAEHLRSDP.... Result: 0 (no interaction). (8) The miRNA is mmu-miR-672-3p with sequence ACACACAGUCACUAUCUUCGA. The protein sequence of the target gene is MSLALNDLLICCRQLEHDRATERRKEVDKFKRLIQDPETVQHLDRHSDSKQGKYLNWDAVFRFLQKYIQKEMESLRTAKSNVSATTQSSRQKKMQEISSLVRYFIKCANKRAPRLKCQDLLNYVMDTVKDSSNGLTYGADCSNILLKDILSVRKYWCEVSQQQWLELFSLYFRLYLKPSQDINRVLVARIIHAVTRGCCSQTDGLPSKFLDLFSKAIQYARQEKSSPGLSHILAALNIFLKSLAVNFRKRVCEAGDEILPTLLYIWTQHRLNDSLKEVIIELIQLQIYIHHPQGARAPEE.... Result: 1 (interaction).